Dataset: Forward reaction prediction with 1.9M reactions from USPTO patents (1976-2016). Task: Predict the product of the given reaction. (1) Given the reactants [F:1][C@H:2]1[C@H:8]([O:9]S(C2C=CC([N+]([O-])=O)=CC=2)(=O)=O)[CH2:7][CH2:6][N:5]([C:22]([O:24][C:25]([CH3:28])([CH3:27])[CH3:26])=[O:23])[CH2:4][CH2:3]1.[N:29]1[N:30]=[C:31]([C:38]2[CH:47]=[CH:46][C:45]3[C:40](=[C:41](O)[CH:42]=[C:43]([F:48])[CH:44]=3)[N:39]=2)[N:32]2[CH:37]=[CH:36][CH:35]=[CH:34][C:33]=12.C(N=C(N(C)C)N(C)C)(C)(C)C, predict the reaction product. The product is: [N:29]1[N:30]=[C:31]([C:38]2[CH:47]=[CH:46][C:45]3[C:40](=[C:41]([O:9][C@H:8]4[C@@H:2]([F:1])[CH2:3][CH2:4][N:5]([C:22]([O:24][C:25]([CH3:26])([CH3:27])[CH3:28])=[O:23])[CH2:6][CH2:7]4)[CH:42]=[C:43]([F:48])[CH:44]=3)[N:39]=2)[N:32]2[CH:37]=[CH:36][CH:35]=[CH:34][C:33]=12. (2) The product is: [CH2:19]([N:16]1[CH2:17][CH2:18][N:13]2[N:12]=[C:11]([NH:10][C:4]3[C:5](=[O:9])[N:6]([CH3:8])[CH:7]=[C:2]([B:22]4[O:26][C:25]([CH3:28])([CH3:27])[C:24]([CH3:30])([CH3:29])[O:23]4)[CH:3]=3)[CH:21]=[C:14]2[CH2:15]1)[CH3:20]. Given the reactants Br[C:2]1[CH:3]=[C:4]([NH:10][C:11]2[CH:21]=[C:14]3[CH2:15][N:16]([CH2:19][CH3:20])[CH2:17][CH2:18][N:13]3[N:12]=2)[C:5](=[O:9])[N:6]([CH3:8])[CH:7]=1.[B:22]1([B:22]2[O:26][C:25]([CH3:28])([CH3:27])[C:24]([CH3:30])([CH3:29])[O:23]2)[O:26][C:25]([CH3:28])([CH3:27])[C:24]([CH3:30])([CH3:29])[O:23]1.CC(C1C=C(C(C)C)C(C2C=CC=CC=2P(C2CCCCC2)C2CCCCC2)=C(C(C)C)C=1)C.C([O-])(=O)C.[K+], predict the reaction product. (3) Given the reactants Cl[C:2]1[CH:7]=[N:6][N:5]([CH2:8][CH3:9])[C:4](=[O:10])[CH:3]=1.[I:11][C:12]1[N:13]=[C:14]([CH3:17])[NH:15][CH:16]=1, predict the reaction product. The product is: [CH2:8]([N:5]1[C:4](=[O:10])[CH:3]=[C:2]([N:15]2[CH:16]=[C:12]([I:11])[N:13]=[C:14]2[CH3:17])[CH:7]=[N:6]1)[CH3:9]. (4) Given the reactants [H-].[Na+].[N:3]1([CH2:8][CH2:9][CH:10]=[CH:11][C:12]2[CH:17]=[CH:16][C:15]([OH:18])=[CH:14][CH:13]=2)[CH:7]=[CH:6][N:5]=[N:4]1.Cl[CH2:20][C:21]1[N:22]=[C:23]([CH:26]=[CH:27][C:28]2[CH:33]=[CH:32][C:31]([S:34]([F:39])([F:38])([F:37])([F:36])[F:35])=[CH:30][CH:29]=2)[O:24][CH:25]=1.O, predict the reaction product. The product is: [F:37][S:34]([F:35])([F:36])([F:38])([F:39])[C:31]1[CH:32]=[CH:33][C:28]([CH:27]=[CH:26][C:23]2[O:24][CH:25]=[C:21]([CH2:20][O:18][C:15]3[CH:14]=[CH:13][C:12]([CH:11]=[CH:10][CH2:9][CH2:8][N:3]4[CH:7]=[CH:6][N:5]=[N:4]4)=[CH:17][CH:16]=3)[N:22]=2)=[CH:29][CH:30]=1. (5) The product is: [CH:1]1([CH:7]([O:11][CH3:12])[C:8]([N:21]([O:20][CH3:16])[CH3:22])=[O:10])[CH2:2][CH2:3][CH2:4][CH2:5][CH2:6]1. Given the reactants [CH:1]1([CH:7]([O:11][CH3:12])[C:8]([OH:10])=O)[CH2:6][CH2:5][CH2:4][CH2:3][CH2:2]1.CN([C:16]([O:20][N:21]1N=NC2C=CC=N[C:22]1=2)=[N+](C)C)C.F[P-](F)(F)(F)(F)F.CCN(C(C)C)C(C)C.Cl.CNOC, predict the reaction product. (6) Given the reactants F[C:2](F)(F)[C:3]([O-])=O.[N:8]1[CH:13]=[CH:12][CH:11]=[C:10]([C:14]2([CH2:17][CH2:18][NH2:19])[CH2:16][CH2:15]2)[CH:9]=1.[S:20]1[CH:24]=[CH:23][N:22]=[C:21]1[N:25]1[CH:29]=[CH:28][CH:27]=[C:26]1[CH:30]=O, predict the reaction product. The product is: [N:8]1[CH:13]=[CH:12][CH:11]=[C:10]([C:14]2([CH2:17][CH2:18][N:19]([CH2:30][C:26]3[N:25]([C:21]4[S:20][CH:2]=[CH:3][N:22]=4)[CH:29]=[CH:28][CH:27]=3)[CH2:30][C:26]3[N:25]([C:21]4[S:20][CH:24]=[CH:23][N:22]=4)[CH:29]=[CH:28][CH:27]=3)[CH2:15][CH2:16]2)[CH:9]=1. (7) Given the reactants O[CH2:2][C@@H:3]1[CH2:7][CH2:6][CH2:5][N:4]1[C:8]([C:10]1[CH:15]=[CH:14][C:13]([C:16]2[CH:21]=[CH:20][C:19]([C:22]([F:25])([F:24])[F:23])=[CH:18][CH:17]=2)=[CH:12][CH:11]=1)=[O:9].[F:26][CH2:27][C@@H:28]1[CH2:32][CH2:31][CH2:30][NH:29]1, predict the reaction product. The product is: [F:26][CH2:27][C@@H:28]1[CH2:32][CH2:31][CH2:30][N:29]1[CH2:2][C@@H:3]1[CH2:7][CH2:6][CH2:5][N:4]1[C:8]([C:10]1[CH:15]=[CH:14][C:13]([C:16]2[CH:21]=[CH:20][C:19]([C:22]([F:25])([F:24])[F:23])=[CH:18][CH:17]=2)=[CH:12][CH:11]=1)=[O:9]. (8) Given the reactants [Cl:1][C:2]1[CH:7]=[CH:6][CH:5]=[CH:4][C:3]=1[OH:8].C(=O)([O-])[O-].[K+].[K+].Cl[C:16]1[N:24]=[C:23]([C:25]2[CH:30]=[C:29]([F:31])[CH:28]=[C:27]([F:32])[CH:26]=2)[CH:22]=[C:21]([C:33]([F:36])([F:35])[F:34])[C:17]=1[C:18]([NH2:20])=[O:19], predict the reaction product. The product is: [Cl:1][C:2]1[CH:7]=[CH:6][CH:5]=[CH:4][C:3]=1[O:8][C:16]1[N:24]=[C:23]([C:25]2[CH:26]=[C:27]([F:32])[CH:28]=[C:29]([F:31])[CH:30]=2)[CH:22]=[C:21]([C:33]([F:34])([F:35])[F:36])[C:17]=1[C:18]([NH2:20])=[O:19]. (9) Given the reactants [CH2:1]([NH2:3])[CH3:2].[Cl:4][C:5]1[CH:10]=[C:9](Cl)[C:8]([N+:12]([O-:14])=[O:13])=[CH:7][N:6]=1.CCN(CC)CC, predict the reaction product. The product is: [Cl:4][C:5]1[CH:10]=[C:9]([NH:3][CH2:1][CH3:2])[C:8]([N+:12]([O-:14])=[O:13])=[CH:7][N:6]=1. (10) Given the reactants [F:1][C:2]1[C:9]([F:10])=[CH:8][C:7]([F:11])=[CH:6][C:3]=1[CH:4]=O.[CH3:12][O:13][C:14]1[CH:15]=[C:16]([CH:20]=[CH:21][C:22]=1[O:23][CH3:24])[CH2:17][C:18]#[N:19], predict the reaction product. The product is: [CH3:12][O:13][C:14]1[CH:15]=[C:16](/[C:17](=[CH:4]/[C:3]2[CH:6]=[C:7]([F:11])[CH:8]=[C:9]([F:10])[C:2]=2[F:1])/[C:18]#[N:19])[CH:20]=[CH:21][C:22]=1[O:23][CH3:24].